This data is from Catalyst prediction with 721,799 reactions and 888 catalyst types from USPTO. The task is: Predict which catalyst facilitates the given reaction. (1) Reactant: [OH:1][C:2]1[C:11]([CH3:12])=[C:10]2[C:5]([C:6](=[O:20])[C:7]([C:13]3[CH:18]=[CH:17][CH:16]=[CH:15][C:14]=3O)=[CH:8][O:9]2)=[CH:4][CH:3]=1.[BH4-].[Na+].O.Cl. Product: [CH3:12][C:11]1[C:2]([OH:1])=[CH:3][CH:4]=[C:5]2[C:10]=1[O:9][CH2:8][CH:7]1[C:13]3[CH:18]=[CH:17][CH:16]=[CH:15][C:14]=3[O:20][CH:6]21. The catalyst class is: 8. (2) Reactant: CC1(C)C(C)(C)OB([C:9]2[C:10]([C:14]([F:17])([F:16])[F:15])=[N:11][NH:12][CH:13]=2)O1.Cl[C:20]1[C:29]([N:30]([CH:32]([CH3:34])[CH3:33])[CH3:31])=[N:28][C:27]2[C:22](=[CH:23][CH:24]=[C:25]([C:35]([O:37][CH3:38])=[O:36])[CH:26]=2)[N:21]=1.C(=O)([O-])[O-].[Na+].[Na+]. The catalyst class is: 108. Product: [CH:32]([N:30]([CH3:31])[C:29]1[C:20]([C:9]2[C:10]([C:14]([F:15])([F:16])[F:17])=[N:11][NH:12][CH:13]=2)=[N:21][C:22]2[C:27]([N:28]=1)=[CH:26][C:25]([C:35]([O:37][CH3:38])=[O:36])=[CH:24][CH:23]=2)([CH3:34])[CH3:33]. (3) Reactant: Cl.[NH2:2][C:3]1[CH:12]=[C:11]([C:13]2[C:22]3[C:17](=[CH:18][C:19]([O:28][CH2:29][CH3:30])=[C:20]4[O:25][C:24]([CH3:27])([CH3:26])[CH2:23][C:21]4=3)[CH2:16][C:15]([CH3:32])([CH3:31])[N:14]=2)[CH:10]=[CH:9][C:4]=1[C:5]([O:7][CH3:8])=[O:6].C(N(CC)CC)C.[C:40](Cl)(=[O:47])[C:41]1[CH:46]=[CH:45][CH:44]=[CH:43][CH:42]=1.C(=O)([O-])O.[Na+]. Product: [C:40]([NH:2][C:3]1[CH:12]=[C:11]([C:13]2[C:22]3[C:17](=[CH:18][C:19]([O:28][CH2:29][CH3:30])=[C:20]4[O:25][C:24]([CH3:27])([CH3:26])[CH2:23][C:21]4=3)[CH2:16][C:15]([CH3:31])([CH3:32])[N:14]=2)[CH:10]=[CH:9][C:4]=1[C:5]([O:7][CH3:8])=[O:6])(=[O:47])[C:41]1[CH:46]=[CH:45][CH:44]=[CH:43][CH:42]=1. The catalyst class is: 7.